This data is from Full USPTO retrosynthesis dataset with 1.9M reactions from patents (1976-2016). The task is: Predict the reactants needed to synthesize the given product. (1) Given the product [ClH:36].[CH2:1]([O:3][C:4]1[CH:9]=[CH:8][C:7]([S:10]([N:13]2[CH2:18][CH2:17][N:16]([CH2:19][CH2:20][OH:21])[CH2:15][CH2:14]2)(=[O:12])=[O:11])=[CH:6][C:5]=1[C:22]1[NH:27][C:26](=[O:28])[C:25]2=[C:29]([CH3:35])[N:30]=[C:31]([CH2:32][CH2:33][CH3:34])[N:24]2[N:23]=1)[CH3:2], predict the reactants needed to synthesize it. The reactants are: [CH2:1]([O:3][C:4]1[CH:9]=[CH:8][C:7]([S:10]([N:13]2[CH2:18][CH2:17][N:16]([CH2:19][CH2:20][OH:21])[CH2:15][CH2:14]2)(=[O:12])=[O:11])=[CH:6][C:5]=1[C:22]1[NH:27][C:26](=[O:28])[C:25]2=[C:29]([CH3:35])[N:30]=[C:31]([CH2:32][CH2:33][CH3:34])[N:24]2[N:23]=1)[CH3:2].[ClH:36]. (2) Given the product [F:8][C:7]1[C:2]([F:1])=[C:3]([CH2:10][N:11]2[C:19](=[O:20])[C:18]([C:21](=[O:22])[NH:23][C:24]3[CH:29]=[CH:28][C:27]([C:30]([F:32])([F:31])[F:33])=[CH:26][C:25]=3[C:34]3[CH:39]=[C:38]([C:40]([F:41])([F:42])[F:43])[N:37]=[CH:36][N:35]=3)=[C:17]([OH:44])[C:13]3([CH2:14][CH2:15][CH2:16]3)[N:12]2[CH3:45])[CH:4]=[CH:5][C:6]=1[O:9][CH2:47][C@@H:48]1[CH2:52][CH2:51][CH2:50][N:49]1[C:53]([O:55][C:56]([CH3:57])([CH3:59])[CH3:58])=[O:54], predict the reactants needed to synthesize it. The reactants are: [F:1][C:2]1[C:7]([F:8])=[C:6]([OH:9])[CH:5]=[CH:4][C:3]=1[CH2:10][N:11]1[C:19](=[O:20])[C:18]([C:21]([NH:23][C:24]2[CH:29]=[CH:28][C:27]([C:30]([F:33])([F:32])[F:31])=[CH:26][C:25]=2[C:34]2[CH:39]=[C:38]([C:40]([F:43])([F:42])[F:41])[N:37]=[CH:36][N:35]=2)=[O:22])=[C:17]([OH:44])[C:13]2([CH2:16][CH2:15][CH2:14]2)[N:12]1[CH3:45].O[CH2:47][C@@H:48]1[CH2:52][CH2:51][CH2:50][N:49]1[C:53]([O:55][C:56]([CH3:59])([CH3:58])[CH3:57])=[O:54].CN(C)C(N=NC(N(C)C)=O)=O.